Task: Predict the reactants needed to synthesize the given product.. Dataset: Full USPTO retrosynthesis dataset with 1.9M reactions from patents (1976-2016) (1) Given the product [F:1][C:2]1[CH:3]=[C:4]([CH:34]=[CH:35][C:36]=1[O:37][CH2:39][CH2:40][N:42]1[CH2:47][CH2:46][CH2:45][CH2:44][CH2:43]1)[CH2:5][CH2:7][NH:8][C:9]1[CH:14]=[C:13]([O:15][CH3:16])[CH:12]=[CH:11][C:10]=1[C@@H:17]1[CH2:26][CH2:25][C:24]2[CH:23]=[C:22]([OH:27])[CH:21]=[CH:20][C:19]=2[CH2:18]1, predict the reactants needed to synthesize it. The reactants are: [F:1][C:2]1[CH:3]=[C:4]([CH:34]=[CH:35][C:36]=1[OH:37])[C:5]([CH2:7][NH:8][C:9]1[CH:14]=[C:13]([O:15][CH3:16])[CH:12]=[CH:11][C:10]=1[C@@H:17]1[CH2:26][CH2:25][C:24]2[CH:23]=[C:22]([O:27]C(=O)C(C)(C)C)[CH:21]=[CH:20][C:19]=2[CH2:18]1)=O.Cl[CH2:39][C:40]([N:42]1[CH2:47][CH2:46][CH2:45][CH2:44][CH2:43]1)=O. (2) Given the product [Br:12][C:9]1[CH:10]=[CH:11][C:6]([CH:4]([OH:5])[CH:3]([C:13]2[CH:18]=[CH:17][CH:16]=[CH:15][CH:14]=2)[CH2:2][NH:1][C:31](=[O:32])[O:30][C:27]([CH3:29])([CH3:28])[CH3:26])=[CH:7][CH:8]=1, predict the reactants needed to synthesize it. The reactants are: [NH2:1][CH2:2][CH:3]([C:13]1[CH:18]=[CH:17][CH:16]=[CH:15][CH:14]=1)[CH:4]([C:6]1[CH:11]=[CH:10][C:9]([Br:12])=[CH:8][CH:7]=1)[OH:5].C(N(CC)CC)C.[CH3:26][C:27]([O:30][C:31](O[C:31]([O:30][C:27]([CH3:29])([CH3:28])[CH3:26])=[O:32])=[O:32])([CH3:29])[CH3:28].